This data is from Catalyst prediction with 721,799 reactions and 888 catalyst types from USPTO. The task is: Predict which catalyst facilitates the given reaction. Reactant: [CH:1]([O:3][C:4]1[CH:5]=[C:6]([C:10](=[O:12])[CH3:11])[CH:7]=[CH:8][CH:9]=1)=[CH2:2].C(N)C1C=CC=CC=1.Cl. Product: [O:3]1[C:4]2[CH:9]=[CH:8][CH:7]=[C:6]([C:10](=[O:12])[CH3:11])[C:5]=2[CH2:2][CH2:1]1. The catalyst class is: 11.